This data is from Full USPTO retrosynthesis dataset with 1.9M reactions from patents (1976-2016). The task is: Predict the reactants needed to synthesize the given product. (1) Given the product [Cl:26][C:24]1[CH:23]=[CH:22][C:4]2[N:5]([CH3:21])[C:6](=[O:20])[CH:7]([CH2:9][C:10]3[CH:19]=[CH:18][C:17]4[C:12](=[CH:13][CH:14]=[CH:15][CH:16]=4)[CH:11]=3)[N:8]=[C:2]([N:31]3[CH2:32][CH2:33][CH:28]([OH:27])[CH2:29][CH2:30]3)[C:3]=2[CH:25]=1, predict the reactants needed to synthesize it. The reactants are: Cl[C:2]1[C:3]2[CH:25]=[C:24]([Cl:26])[CH:23]=[CH:22][C:4]=2[N:5]([CH3:21])[C:6](=[O:20])[CH:7]([CH2:9][C:10]2[CH:19]=[CH:18][C:17]3[C:12](=[CH:13][CH:14]=[CH:15][CH:16]=3)[CH:11]=2)[N:8]=1.[OH:27][CH:28]1[CH2:33][CH2:32][NH:31][CH2:30][CH2:29]1.C(=O)([O-])[O-].[Na+].[Na+]. (2) Given the product [NH2:1][C:2]1[N:6]([CH:7]2[CH2:12][CH2:11][CH2:10][NH:9][CH2:8]2)[N:5]=[C:4]([C:23]2[CH:24]=[CH:25][C:26]([O:29][C:30]3[CH:31]=[CH:32][CH:33]=[CH:34][CH:35]=3)=[CH:27][CH:28]=2)[C:3]=1[C:36]#[N:37], predict the reactants needed to synthesize it. The reactants are: [NH2:1][C:2]1[N:6]([CH:7]2[CH2:12][CH2:11][CH2:10][N:9](C(OCC3C=CC=CC=3)=O)[CH2:8]2)[N:5]=[C:4]([C:23]2[CH:28]=[CH:27][C:26]([O:29][C:30]3[CH:35]=[CH:34][CH:33]=[CH:32][CH:31]=3)=[CH:25][CH:24]=2)[C:3]=1[C:36]#[N:37]. (3) Given the product [CH3:16][C:4]1[C:3]([CH3:17])=[C:2]([N:23]2[CH2:22][CH2:21][NH:20][C@H:19]([CH3:18])[CH2:24]2)[N:7]=[N:6][C:5]=1[C:8]([C:10]1[CH:15]=[CH:14][CH:13]=[CH:12][N:11]=1)=[O:9], predict the reactants needed to synthesize it. The reactants are: Cl[C:2]1[N:7]=[N:6][C:5]([C:8]([C:10]2[CH:15]=[CH:14][CH:13]=[CH:12][N:11]=2)=[O:9])=[C:4]([CH3:16])[C:3]=1[CH3:17].[CH3:18][C@@H:19]1[CH2:24][NH:23][CH2:22][CH2:21][NH:20]1.C(N(CC)CC)C. (4) Given the product [F:18][C:17]([F:20])([F:19])[CH:14]([NH:13][CH2:2][C@@H:3]([NH:5][C:6](=[O:12])[O:7][C:8]([CH3:11])([CH3:10])[CH3:9])[CH3:4])[CH2:15][OH:16], predict the reactants needed to synthesize it. The reactants are: O=[CH:2][C@@H:3]([NH:5][C:6](=[O:12])[O:7][C:8]([CH3:11])([CH3:10])[CH3:9])[CH3:4].[NH2:13][CH:14]([C:17]([F:20])([F:19])[F:18])[CH2:15][OH:16].C(O[BH-](OC(=O)C)OC(=O)C)(=O)C.[Na+]. (5) Given the product [O:20]=[C:13]([C:10]1[CH:11]=[CH:12][C:7]([NH:6][C:1](=[O:4])[CH2:2][CH3:3])=[CH:8][CH:9]=1)[CH2:14][CH2:15][C:16]([OH:18])=[O:17], predict the reactants needed to synthesize it. The reactants are: [C:1](Cl)(=[O:4])[CH2:2][CH3:3].[NH2:6][C:7]1[CH:12]=[CH:11][C:10]([C:13](=[O:20])[CH2:14][CH2:15][C:16]([O:18]C)=[O:17])=[CH:9][CH:8]=1. (6) Given the product [CH:17]1([C:10]([C:7]2[N:6]=[C:5]3[NH:1][CH:2]=[CH:3][C:4]3=[CH:9][CH:8]=2)=[CH2:12])[CH2:22][CH2:21][CH2:20][CH2:19][CH2:18]1, predict the reactants needed to synthesize it. The reactants are: [NH:1]1[C:5]2=[N:6][C:7]([C:10]#N)=[CH:8][CH:9]=[C:4]2[CH:3]=[CH:2]1.[CH3:12][Si](Cl)(C)C.[CH:17]1([Mg]Cl)[CH2:22][CH2:21][CH2:20][CH2:19][CH2:18]1.[Cl-].[NH4+].Cl.[OH-].[NH4+].